This data is from Peptide-MHC class I binding affinity with 185,985 pairs from IEDB/IMGT. The task is: Regression. Given a peptide amino acid sequence and an MHC pseudo amino acid sequence, predict their binding affinity value. This is MHC class I binding data. (1) The peptide sequence is YAYEPGSVM. The MHC is HLA-C14:02 with pseudo-sequence HLA-C14:02. The binding affinity (normalized) is 0.851. (2) The peptide sequence is AVDLYHFLK. The MHC is HLA-A02:06 with pseudo-sequence HLA-A02:06. The binding affinity (normalized) is 0.